Dataset: Full USPTO retrosynthesis dataset with 1.9M reactions from patents (1976-2016). Task: Predict the reactants needed to synthesize the given product. (1) Given the product [NH:21]1[C:29]2[C:24](=[C:25]([C:30]3[C:15]([C:16]([O:18][CH2:19][CH3:20])=[O:17])=[C:9]4[C:10]5[C:5](=[CH:4][C:3]([O:2][CH3:1])=[C:12]([O:13][CH3:14])[CH:11]=5)[CH2:6][CH2:7][N:8]4[C:35]=3[CH3:36])[CH:26]=[CH:27][CH:28]=2)[CH:23]=[CH:22]1, predict the reactants needed to synthesize it. The reactants are: [CH3:1][O:2][C:3]1[CH:4]=[C:5]2[C:10](=[CH:11][C:12]=1[O:13][CH3:14])/[C:9](=[CH:15]\[C:16]([O:18][CH2:19][CH3:20])=[O:17])/[NH:8][CH2:7][CH2:6]2.[NH:21]1[C:29]2[CH:28]=[CH:27][CH:26]=[C:25]([CH:30]=O)[C:24]=2[CH:23]=[CH:22]1.[N+]([CH2:35][CH3:36])([O-])=O.N1CCCCC1. (2) The reactants are: [C:1]([O:5][C:6]([N:8]1[CH2:14][CH2:13][C:12]2[C:15]([S:20][CH2:21][C:22]3[CH:27]=[CH:26][C:25]([C:28]([O:30]C)=[O:29])=[C:24]([F:32])[CH:23]=3)=[C:16]([Cl:19])[CH:17]=[CH:18][C:11]=2[CH2:10][CH2:9]1)=[O:7])([CH3:4])([CH3:3])[CH3:2].[OH-].[K+].Cl. Given the product [C:1]([O:5][C:6]([N:8]1[CH2:14][CH2:13][C:12]2[C:15]([S:20][CH2:21][C:22]3[CH:27]=[CH:26][C:25]([C:28]([OH:30])=[O:29])=[C:24]([F:32])[CH:23]=3)=[C:16]([Cl:19])[CH:17]=[CH:18][C:11]=2[CH2:10][CH2:9]1)=[O:7])([CH3:4])([CH3:2])[CH3:3], predict the reactants needed to synthesize it. (3) Given the product [C:19]([O:18][C:16]([NH:15][CH2:14][C@H:11]1[CH2:12][CH2:13][C@H:8]([C:6]([NH:5][C@@H:4]([CH2:23][C:24]2[CH:29]=[CH:28][C:27]([C:51]3[CH:52]=[CH:53][C:48]([C:47](=[O:64])[NH:46][C@H:43]4[CH2:42][CH2:41][C@H:40]([O:39][Si:32]([C:35]([CH3:36])([CH3:37])[CH3:38])([CH3:33])[CH3:34])[CH2:45][CH2:44]4)=[CH:49][C:50]=3[CH3:63])=[CH:26][CH:25]=2)[C:3]([O:2][CH3:1])=[O:31])=[O:7])[CH2:9][CH2:10]1)=[O:17])([CH3:22])([CH3:21])[CH3:20], predict the reactants needed to synthesize it. The reactants are: [CH3:1][O:2][C:3](=[O:31])[C@H:4]([CH2:23][C:24]1[CH:29]=[CH:28][C:27](Br)=[CH:26][CH:25]=1)[NH:5][C:6]([C@H:8]1[CH2:13][CH2:12][C@H:11]([CH2:14][NH:15][C:16]([O:18][C:19]([CH3:22])([CH3:21])[CH3:20])=[O:17])[CH2:10][CH2:9]1)=[O:7].[Si:32]([O:39][C@H:40]1[CH2:45][CH2:44][C@H:43]([NH:46][C:47](=[O:64])[C:48]2[CH:53]=[CH:52][C:51](B3OC(C)(C)C(C)(C)O3)=[C:50]([CH3:63])[CH:49]=2)[CH2:42][CH2:41]1)([C:35]([CH3:38])([CH3:37])[CH3:36])([CH3:34])[CH3:33].C(=O)([O-])[O-].[Na+].[Na+].Cl. (4) Given the product [CH3:13][O:12][C:9]1[CH:10]=[C:11]2[C:6]([N:5]=[CH:4][N:3]=[C:2]2[N:5]2[CH2:4][CH:18]([C:27]3[CH:22]=[CH:23][C:24]([O:30][CH3:31])=[CH:25][CH:26]=3)[CH2:8][CH:7]([OH:16])[CH2:6]2)=[C:7]2[O:16][CH2:15][O:14][C:8]=12, predict the reactants needed to synthesize it. The reactants are: Cl[C:2]1[C:11]2[CH:10]=[C:9]([O:12][CH3:13])[C:8]3[O:14][CH2:15][O:16][C:7]=3[C:6]=2[N:5]=[CH:4][N:3]=1.Cl[C:18]1[C:27]2[C:22](=[CH:23][C:24]([O:30][CH3:31])=[C:25](OC)[CH:26]=2)N=CN=1. (5) Given the product [F:1][C:2]([F:8])([CH:5]([F:7])[F:6])[CH2:3][O:4][C:12]1[C:17]([C:18]([F:21])([F:20])[F:19])=[CH:16][CH:15]=[CH:14][N:13]=1, predict the reactants needed to synthesize it. The reactants are: [F:1][C:2]([F:8])([CH:5]([F:7])[F:6])[CH2:3][OH:4].[H-].[Na+].Cl[C:12]1[C:17]([C:18]([F:21])([F:20])[F:19])=[CH:16][CH:15]=[CH:14][N:13]=1. (6) Given the product [C:1]([O:5][C:6]([N:8]1[CH2:13][CH2:12][N:11]([C:14]2[O:15][C:16]3[C:22]([Br:23])=[CH:21][C:20]([Cl:24])=[C:19]([OH:45])[C:17]=3[N:18]=2)[C@@H:10]([CH3:25])[CH2:9]1)=[O:7])([CH3:4])([CH3:2])[CH3:3], predict the reactants needed to synthesize it. The reactants are: [C:1]([O:5][C:6]([N:8]1[CH2:13][CH2:12][N:11]([C:14]2[O:15][C:16]3[C:22]([Br:23])=[CH:21][C:20]([Cl:24])=[CH:19][C:17]=3[N:18]=2)[C@@H:10]([CH3:25])[CH2:9]1)=[O:7])([CH3:4])([CH3:3])[CH3:2].CC1(C)CCCC(C)(C)N1[Mg]Cl.[Cl-].[Li+].[Cl-].[NH4+].C1C[O:45]CC1.